From a dataset of Forward reaction prediction with 1.9M reactions from USPTO patents (1976-2016). Predict the product of the given reaction. (1) Given the reactants Cl[C:2]1[N:22]=[C:5]2[CH:6]=[CH:7][CH:8]=[C:9]([C:10]3[CH:15]=[C:14]([C:16]([F:19])([F:18])[F:17])[CH:13]=[CH:12][C:11]=3[O:20][CH3:21])[N:4]2[N:3]=1.[C:23]([O:27][C:28]([N:30]1[CH2:36][CH2:35][C:34]2[CH:37]=[CH:38][C:39]([NH2:41])=[CH:40][C:33]=2[CH2:32][CH2:31]1)=[O:29])([CH3:26])([CH3:25])[CH3:24], predict the reaction product. The product is: [C:23]([O:27][C:28]([N:30]1[CH2:36][CH2:35][C:34]2[CH:37]=[CH:38][C:39]([NH:41][C:2]3[N:22]=[C:5]4[CH:6]=[CH:7][CH:8]=[C:9]([C:10]5[CH:15]=[C:14]([C:16]([F:19])([F:18])[F:17])[CH:13]=[CH:12][C:11]=5[O:20][CH3:21])[N:4]4[N:3]=3)=[CH:40][C:33]=2[CH2:32][CH2:31]1)=[O:29])([CH3:26])([CH3:24])[CH3:25]. (2) The product is: [NH2:6][CH2:5][C:4]1[CH:7]=[CH:8][C:9]([I:10])=[C:2]([OH:1])[CH:3]=1. Given the reactants [OH:1][C:2]1[CH:3]=[C:4]([CH:7]=[CH:8][C:9]=1[I:10])[C:5]#[N:6].B.C1COCC1, predict the reaction product. (3) Given the reactants Br[C:2]1[N:3]=[C:4]([C@@H:12]2[CH2:16][CH2:15][CH2:14][N:13]2[C:17]([O:19][CH2:20][C:21]2[CH:26]=[CH:25][CH:24]=[CH:23][CH:22]=2)=[O:18])[N:5]2[CH:10]=[CH:9][N:8]=[C:7]([CH3:11])[C:6]=12.[N:27]1[CH:32]=[CH:31][CH:30]=[CH:29][C:28]=1[NH:33][C:34]([C:36]1[CH:41]=[CH:40][C:39](B(O)O)=[CH:38][CH:37]=1)=[O:35].C(=O)([O-])[O-].[K+].[K+].O, predict the reaction product. The product is: [CH3:11][C:7]1[C:6]2[N:5]([C:4]([C@@H:12]3[CH2:16][CH2:15][CH2:14][N:13]3[C:17]([O:19][CH2:20][C:21]3[CH:26]=[CH:25][CH:24]=[CH:23][CH:22]=3)=[O:18])=[N:3][C:2]=2[C:39]2[CH:40]=[CH:41][C:36]([C:34](=[O:35])[NH:33][C:28]3[CH:29]=[CH:30][CH:31]=[CH:32][N:27]=3)=[CH:37][CH:38]=2)[CH:10]=[CH:9][N:8]=1. (4) Given the reactants [NH:1]1[CH:5]=[CH:4][C:3]([O:6][CH2:7][C:8]2[C:13]([O:14][CH3:15])=[CH:12][CH:11]=[CH:10][C:9]=2[N:16]2[C:20](=[O:21])[N:19]([CH3:22])[N:18]=[N:17]2)=[N:2]1.[CH3:23][O:24][C:25]1[C:30](B(O)O)=[CH:29][CH:28]=[C:27]([O:34][CH3:35])[N:26]=1.N1C=CC=CC=1, predict the reaction product. The product is: [CH3:23][O:24][C:25]1[C:30]([N:1]2[CH:5]=[CH:4][C:3]([O:6][CH2:7][C:8]3[C:13]([O:14][CH3:15])=[CH:12][CH:11]=[CH:10][C:9]=3[N:16]3[C:20](=[O:21])[N:19]([CH3:22])[N:18]=[N:17]3)=[N:2]2)=[CH:29][CH:28]=[C:27]([O:34][CH3:35])[N:26]=1. (5) Given the reactants Cl[C:2]1[C:3]2[N:10]=[C:9]([CH2:11][CH:12]3[CH2:14][CH2:13]3)[S:8][C:4]=2[N:5]=[CH:6][N:7]=1.[NH2:15][C:16]1[CH:25]=[CH:24][C:19]2[NH:20][C:21](=[O:23])[S:22][C:18]=2[CH:17]=1.Cl, predict the reaction product. The product is: [CH:12]1([CH2:11][C:9]2[S:8][C:4]3[N:5]=[CH:6][N:7]=[C:2]([NH:15][C:16]4[CH:25]=[CH:24][C:19]5[NH:20][C:21](=[O:23])[S:22][C:18]=5[CH:17]=4)[C:3]=3[N:10]=2)[CH2:14][CH2:13]1. (6) The product is: [Cl:1][C:2]1[N:10]=[C:9]2[C:5]([N:6]=[CH:7][N:8]2[CH:11]2[CH2:15][CH2:14][CH2:13][CH2:12]2)=[C:4]([NH:22][CH2:21][C:20]2[CH:23]=[CH:24][CH:25]=[CH:26][C:19]=2[O:18][CH3:17])[N:3]=1. Given the reactants [Cl:1][C:2]1[N:10]=[C:9]2[C:5]([N:6]=[CH:7][N:8]2[CH:11]2[CH2:15][CH2:14][CH2:13][CH2:12]2)=[C:4](Cl)[N:3]=1.[CH3:17][O:18][C:19]1[CH:26]=[CH:25][CH:24]=[CH:23][C:20]=1[CH2:21][NH2:22], predict the reaction product. (7) Given the reactants [NH2:1][CH2:2][C:3]1[CH:15]=[C:14]2[C:6]([C:7]3[C:8]([Br:19])=[CH:9][CH:10]=[C:11]([C:16]([NH2:18])=[O:17])[C:12]=3[NH:13]2)=[CH:5][CH:4]=1.[C:20](OC(=O)C)(=[O:22])[CH3:21], predict the reaction product. The product is: [C:20]([NH:1][CH2:2][C:3]1[CH:15]=[C:14]2[C:6]([C:7]3[C:8]([Br:19])=[CH:9][CH:10]=[C:11]([C:16]([NH2:18])=[O:17])[C:12]=3[NH:13]2)=[CH:5][CH:4]=1)(=[O:22])[CH3:21]. (8) Given the reactants [NH2:1][C:2]1[N:3]=[C:4]([Cl:21])[C:5]2[C:10]([CH3:11])=[CH:9][N:8]([C@@H:12]3[O:18][C@H:17]([CH2:19][OH:20])[C@@H:15]([OH:16])[C@H:13]3[OH:14])[C:6]=2[N:7]=1.[CH3:22]N(C=O)C, predict the reaction product. The product is: [NH2:1][C:2]1[N:3]=[C:4]([Cl:21])[C:5]2[C:10]([CH3:11])=[CH:9][N:8]([C@@H:12]3[O:18][C@H:17]([CH2:19][OH:20])[C@@H:15]([OH:16])[C@H:13]3[O:14][CH3:22])[C:6]=2[N:7]=1. (9) Given the reactants [Cl:1][C:2]1[C:9]([N+:10]([O-:12])=[O:11])=[CH:8][CH:7]=[C:6](F)[C:3]=1[C:4]#[N:5].C(O)(=O)C(O)=O.[CH2:20]([NH:22]N)[CH3:21].C([O-])([O-])=O.[K+].[K+].C[N:31](C=O)C, predict the reaction product. The product is: [Cl:1][C:2]1[C:9]([N+:10]([O-:12])=[O:11])=[CH:8][CH:7]=[C:6]2[C:3]=1[C:4]([NH2:31])=[N:5][N:22]2[CH2:20][CH3:21].